This data is from Catalyst prediction with 721,799 reactions and 888 catalyst types from USPTO. The task is: Predict which catalyst facilitates the given reaction. (1) Reactant: [Cl:1][C:2]1[CH:7]=[C:6]([F:8])[C:5](B2OC(C)(C)C(C)(C)O2)=[CH:4][N:3]=1.Br[C:19]1[CH:24]=[C:23]([N+:25]([O-:27])=[O:26])[CH:22]=[CH:21][C:20]=1[O:28][C:29]1[CH:34]=[CH:33][C:32]([F:35])=[CH:31][C:30]=1[F:36].C1(P(C2CCCCC2)C2CCCCC2)CCCCC1.[O-]P([O-])([O-])=O.[K+].[K+].[K+]. Product: [Cl:1][C:2]1[CH:7]=[C:6]([F:8])[C:5]([C:21]2[CH:22]=[C:23]([N+:25]([O-:27])=[O:26])[CH:24]=[CH:19][C:20]=2[O:28][C:29]2[CH:34]=[CH:33][C:32]([F:35])=[CH:31][C:30]=2[F:36])=[CH:4][N:3]=1. The catalyst class is: 62. (2) Reactant: [Cl:1][C:2]1[CH:31]=[CH:30][C:5]([CH2:6][N:7]2[C:15]3[C:10](=[CH:11][C:12]([CH:16]=[C:17]4[S:21][C:20]([N:22]5[CH2:28][CH2:27][CH2:26][NH:25][CH2:24][CH2:23]5)=[N:19][C:18]4=[O:29])=[CH:13][CH:14]=3)[CH:9]=[N:8]2)=[C:4]([C:32]([F:35])([F:34])[F:33])[CH:3]=1.C(OC([NH:43][CH2:44][C:45](O)=[O:46])=O)(C)(C)C.CCN=C=NCCCN(C)C.C(N(CC)CC)C. Product: [NH2:43][CH2:44][C:45]([N:25]1[CH2:26][CH2:27][CH2:28][N:22]([C:20]2[S:21][C:17](=[CH:16][C:12]3[CH:11]=[C:10]4[C:15](=[CH:14][CH:13]=3)[N:7]([CH2:6][C:5]3[CH:30]=[CH:31][C:2]([Cl:1])=[CH:3][C:4]=3[C:32]([F:35])([F:34])[F:33])[N:8]=[CH:9]4)[C:18](=[O:29])[N:19]=2)[CH2:23][CH2:24]1)=[O:46]. The catalyst class is: 4. (3) Reactant: [CH2:1]([N:4]([CH2:8][C:9]1[CH:18]=[CH:17][C:12]([C:13](OC)=[O:14])=[CH:11][CH:10]=1)[CH2:5][CH2:6][CH3:7])[CH2:2][CH3:3].[H-].[Al+3].[Li+].[H-].[H-].[H-].CO.C(C(C(C([O-])=O)O)O)([O-])=O.[Na+].[K+]. Product: [CH2:1]([N:4]([CH2:8][C:9]1[CH:18]=[CH:17][C:12]([CH2:13][OH:14])=[CH:11][CH:10]=1)[CH2:5][CH2:6][CH3:7])[CH2:2][CH3:3]. The catalyst class is: 1. (4) Reactant: [Br:1][C:2]1[CH:13]=[N:12][C:5]2=[N:6][C:7](Cl)=[C:8]([Cl:10])[N:9]=[C:4]2[CH:3]=1.[CH3:14][N:15]1[CH2:22][CH:21]2[CH:17]([CH2:18][NH:19][CH2:20]2)[CH2:16]1. Product: [Br:1][C:2]1[CH:13]=[N:12][C:5]2=[N:6][C:7]([N:19]3[CH2:20][CH:21]4[CH:17]([CH2:16][N:15]([CH3:14])[CH2:22]4)[CH2:18]3)=[C:8]([Cl:10])[N:9]=[C:4]2[CH:3]=1. The catalyst class is: 2. (5) Reactant: [CH3:1][N:2]1[C:6]([NH2:7])=[CH:5][C:4]([C:8]2[CH:13]=[CH:12][CH:11]=[CH:10][N:9]=2)=[N:3]1.[F:14][C:15]1[CH:20]=[CH:19][C:18]([N:21]2[C:29]3[C:24](=[CH:25][C:26]([CH:31]=O)=[C:27]([CH3:30])[CH:28]=3)[CH:23]=[N:22]2)=[CH:17][CH:16]=1.[SH:33][CH2:34][C:35](O)=[O:36]. Product: [F:14][C:15]1[CH:16]=[CH:17][C:18]([N:21]2[C:29]3[C:24](=[CH:25][C:26]([CH:31]4[S:33][CH2:34][C:35](=[O:36])[NH:7][C:6]5[N:2]([CH3:1])[N:3]=[C:4]([C:8]6[CH:13]=[CH:12][CH:11]=[CH:10][N:9]=6)[C:5]4=5)=[C:27]([CH3:30])[CH:28]=3)[CH:23]=[N:22]2)=[CH:19][CH:20]=1. The catalyst class is: 6. (6) Reactant: [Cl:1][C:2]1[N:7]=[C:6](Cl)[CH:5]=[CH:4][N:3]=1.[F:9][C:10]([CH:13]1[CH2:17][O:16][C:15](=[O:18])[NH:14]1)([CH3:12])[CH3:11].[H-].[Na+]. Product: [Cl:1][C:2]1[N:7]=[C:6]([N:14]2[CH:13]([C:10]([F:9])([CH3:12])[CH3:11])[CH2:17][O:16][C:15]2=[O:18])[CH:5]=[CH:4][N:3]=1. The catalyst class is: 31. (7) Reactant: [Br:1][C:2]1[CH:7]=[C:6]([CH3:8])[CH:5]=[CH:4][C:3]=1[OH:9].C([O-])([O-])=O.[K+].[K+].[CH2:16](Br)[C:17]1[CH:22]=[CH:21][CH:20]=[CH:19][CH:18]=1.O. Product: [CH2:16]([O:9][C:3]1[CH:4]=[CH:5][C:6]([CH3:8])=[CH:7][C:2]=1[Br:1])[C:17]1[CH:22]=[CH:21][CH:20]=[CH:19][CH:18]=1. The catalyst class is: 3. (8) Reactant: [C:1]1([S:7]([C:10]2[CH:17]=[CH:16][C:13]([CH:14]=O)=[CH:12][CH:11]=2)(=[O:9])=[O:8])[CH:6]=[CH:5][CH:4]=[CH:3][CH:2]=1.[C:18](=O)([O-])[O-].[K+].[K+].[N+](=C(P(=O)(OCC)OCC)C(=O)C)=[N-].O. Product: [C:14]([C:13]1[CH:16]=[CH:17][C:10]([S:7]([C:1]2[CH:6]=[CH:5][CH:4]=[CH:3][CH:2]=2)(=[O:9])=[O:8])=[CH:11][CH:12]=1)#[CH:18]. The catalyst class is: 5. (9) Reactant: [NH2:1][C:2]1[CH:9]=[CH:8][C:7]([Br:10])=[CH:6][C:3]=1[CH:4]=O.[C:11]1([CH2:17][CH:18]=O)[CH:16]=[CH:15][CH:14]=[CH:13][CH:12]=1.[OH-].[K+].C(O)C. Product: [Br:10][C:7]1[CH:6]=[C:3]2[C:2](=[CH:9][CH:8]=1)[N:1]=[CH:18][C:17]([C:11]1[CH:16]=[CH:15][CH:14]=[CH:13][CH:12]=1)=[CH:4]2. The catalyst class is: 8.